Dataset: CYP1A2 inhibition data for predicting drug metabolism from PubChem BioAssay. Task: Regression/Classification. Given a drug SMILES string, predict its absorption, distribution, metabolism, or excretion properties. Task type varies by dataset: regression for continuous measurements (e.g., permeability, clearance, half-life) or binary classification for categorical outcomes (e.g., BBB penetration, CYP inhibition). Dataset: cyp1a2_veith. (1) The molecule is CC(C)(N=NC(C)(C)C(=N)N)C(=N)N.Cl. The result is 0 (non-inhibitor). (2) The drug is O=C(CSc1nnc2sc3ccccc3n12)NCc1ccco1. The result is 1 (inhibitor). (3) The result is 1 (inhibitor). The molecule is Cc1oc2cc(O)ccc2c(=O)c1-c1cnn(-c2ccccc2)c1. (4) The molecule is Cc1cc(=O)c2cc(Cl)ccc2[nH]1. The result is 1 (inhibitor). (5) The result is 0 (non-inhibitor). The compound is C[N+]1(C)[C@@H]2CC(OC(=O)[C@@H](CO)c3ccccc3)C[C@@H]1[C@H]1O[C@H]12. (6) The drug is CC(=O)N(C)c1nnc(-c2cnccn2)s1. The result is 1 (inhibitor).